This data is from Forward reaction prediction with 1.9M reactions from USPTO patents (1976-2016). The task is: Predict the product of the given reaction. Given the reactants C([O:3][CH2:4][CH2:5][O:6][NH:7][C:8]([C:10]1[CH:15]=[CH:14][N:13]2[CH:16]=[N:17][CH:18]=[C:12]2[C:11]=1[NH:19][C:20]1[CH:25]=[CH:24][C:23]([CH:26]2[CH2:29][CH2:28][CH2:27]2)=[CH:22][C:21]=1[F:30])=[O:9])=C.Cl, predict the reaction product. The product is: [OH:3][CH2:4][CH2:5][O:6][NH:7][C:8]([C:10]1[CH:15]=[CH:14][N:13]2[CH:16]=[N:17][CH:18]=[C:12]2[C:11]=1[NH:19][C:20]1[CH:25]=[CH:24][C:23]([CH:26]2[CH2:29][CH2:28][CH2:27]2)=[CH:22][C:21]=1[F:30])=[O:9].